Predict which catalyst facilitates the given reaction. From a dataset of Catalyst prediction with 721,799 reactions and 888 catalyst types from USPTO. (1) Reactant: [CH3:1][C:2]1([CH3:14])[CH2:6][O:5][C:4]([C:7]2[CH:12]=[CH:11][C:10]([OH:13])=[CH:9][CH:8]=2)=[N:3]1.C(=O)([O-])[O-].[K+].[K+].Br[CH2:22][CH2:23][CH2:24][Cl:25]. Product: [Cl:25][CH2:24][CH2:23][CH2:22][O:13][C:10]1[CH:11]=[CH:12][C:7]([C:4]2[O:5][CH2:6][C:2]([CH3:14])([CH3:1])[N:3]=2)=[CH:8][CH:9]=1. The catalyst class is: 21. (2) Reactant: [C:1]([O:5][C:6](=[O:20])[NH:7][C@H:8]([CH2:13][C:14]1[CH:19]=[CH:18][CH:17]=[CH:16][CH:15]=1)[C:9](=[O:12])[CH2:10][Cl:11])([CH3:4])([CH3:3])[CH3:2].[BH4-].[Na+]. Product: [C:1]([O:5][C:6](=[O:20])[NH:7][C@H:8]([CH2:13][C:14]1[CH:15]=[CH:16][CH:17]=[CH:18][CH:19]=1)[C@@H:9]([OH:12])[CH2:10][Cl:11])([CH3:4])([CH3:2])[CH3:3]. The catalyst class is: 20. (3) Reactant: [C:1]([CH:4]1[N:9]([C:10]2[CH:15]=[CH:14][C:13]([C:16]([OH:25])([C:21]([F:24])([F:23])[F:22])[C:17]([F:20])([F:19])[F:18])=[CH:12][CH:11]=2)[CH2:8][CH2:7][N:6](C(OCC2C=CC=CC=2)=O)[CH2:5]1)#[C:2][CH3:3].C(O)(C(F)(F)F)=O.FC(F)(F)S(O)(=O)=O.C([O-])(O)=O.[Na+].C(N(CC)CC)C.[NH2:63][C:64]1[N:69]=[CH:68][C:67]([S:70](Cl)(=[O:72])=[O:71])=[CH:66][CH:65]=1. Product: [NH2:63][C:64]1[N:69]=[CH:68][C:67]([S:70]([N:6]2[CH2:7][CH2:8][N:9]([C:10]3[CH:11]=[CH:12][C:13]([C:16]([OH:25])([C:17]([F:20])([F:18])[F:19])[C:21]([F:22])([F:23])[F:24])=[CH:14][CH:15]=3)[CH:4]([C:1]#[C:2][CH3:3])[CH2:5]2)(=[O:72])=[O:71])=[CH:66][CH:65]=1. The catalyst class is: 2. (4) Reactant: C(=O)([O-])[O-].[K+].[K+].Cl[C:8]1[N:13]=[CH:12][C:11]([C:14]#[N:15])=[CH:10][CH:9]=1.[NH:16]1[CH:20]=[C:19]([CH2:21][OH:22])[N:18]=[CH:17]1. Product: [OH:22][CH2:21][C:19]1[N:18]=[CH:17][N:16]([C:8]2[N:13]=[CH:12][C:11]([C:14]#[N:15])=[CH:10][CH:9]=2)[CH:20]=1. The catalyst class is: 16. (5) Reactant: [Br:1][C:2]1[CH:10]=[CH:9][CH:8]=[C:7]2[C:3]=1[CH:4]=[N:5][NH:6]2.Br[CH:12]([CH2:18][CH:19]1[CH2:24][CH2:23][O:22][CH2:21][CH2:20]1)[C:13]([O:15][CH2:16][CH3:17])=[O:14].O1CCC(C=CC(OCC)=O)CC1.C(=O)([O-])[O-].[K+].[K+]. Product: [Br:1][C:2]1[CH:10]=[CH:9][CH:8]=[C:7]2[C:3]=1[CH:4]=[N:5][N:6]2[CH:12]([CH2:18][CH:19]1[CH2:20][CH2:21][O:22][CH2:23][CH2:24]1)[C:13]([O:15][CH2:16][CH3:17])=[O:14]. The catalyst class is: 145. (6) Reactant: [OH:1][C:2]1[C:11]2[C:6](=[CH:7][CH:8]=[CH:9][CH:10]=2)[O:5][C:4](=[O:12])[C:3]=1[CH:13]([C:17]1[CH:22]=[CH:21][CH:20]=[CH:19][CH:18]=1)[C:14]([OH:16])=[O:15].S(=O)(=O)(O)O.[CH3:28][CH2:29]O. Product: [CH2:28]([O:15][C:14](=[O:16])[CH:13]([C:3]1[C:4](=[O:12])[O:5][C:6]2[C:11]([C:2]=1[OH:1])=[CH:10][CH:9]=[CH:8][CH:7]=2)[C:17]1[CH:22]=[CH:21][CH:20]=[CH:19][CH:18]=1)[CH3:29]. The catalyst class is: 6. (7) Reactant: FC1[CH:3]=[CH:4][C:5]([O:15][CH2:16][C:17]2C=CC(F)=CC=2)=[C:6]([C:8](=O)CCC(=O)C)[CH:7]=1.CC1C=CC(S(O)(=O)=[O:32])=CC=1.Cl. Product: [CH3:3][CH2:4][CH2:5][CH:6]([CH3:8])[CH3:7].[CH3:17][CH2:16][O:15][C:5]([CH3:4])=[O:32]. The catalyst class is: 496. (8) The catalyst class is: 69. Reactant: [Cl-].O[NH3+:3].[C:4](=[O:7])([O-])[OH:5].[Na+].CS(C)=O.[CH2:13]([C:17]1[N:18]=[C:19]([CH3:43])[N:20]([CH2:39][CH:40]2[CH2:42][CH2:41]2)[C:21](=[O:38])[C:22]=1[CH2:23][C:24]1[CH:29]=[CH:28][C:27]([C:30]2[C:31]([C:36]#[N:37])=[CH:32][CH:33]=[CH:34][CH:35]=2)=[CH:26][CH:25]=1)[CH2:14][CH2:15][CH3:16]. Product: [CH2:13]([C:17]1[N:18]=[C:19]([CH3:43])[N:20]([CH2:39][CH:40]2[CH2:41][CH2:42]2)[C:21](=[O:38])[C:22]=1[CH2:23][C:24]1[CH:29]=[CH:28][C:27]([C:30]2[CH:35]=[CH:34][CH:33]=[CH:32][C:31]=2[C:36]2[NH:3][C:4](=[O:7])[O:5][N:37]=2)=[CH:26][CH:25]=1)[CH2:14][CH2:15][CH3:16]. (9) Reactant: Cl[C:2]1[N:7]=[C:6]([N:8]([CH3:23])[CH:9]2[CH2:14][CH2:13][N:12]([C:15]3[CH:22]=[CH:21][C:18]([C:19]#[N:20])=[CH:17][N:16]=3)[CH2:11][CH2:10]2)[C:5]([Cl:24])=[CH:4][N:3]=1.CCN(C(C)C)C(C)C.Cl.[CH3:35][N:36]1[CH:40]=[C:39]([NH2:41])[C:38]([CH3:42])=[N:37]1.C(Cl)Cl.CO. Product: [Cl:24][C:5]1[C:6]([N:8]([CH3:23])[CH:9]2[CH2:14][CH2:13][N:12]([C:15]3[CH:22]=[CH:21][C:18]([C:19]#[N:20])=[CH:17][N:16]=3)[CH2:11][CH2:10]2)=[N:7][C:2]([NH:41][C:39]2[C:38]([CH3:42])=[N:37][N:36]([CH3:35])[CH:40]=2)=[N:3][CH:4]=1. The catalyst class is: 114.